The task is: Predict the product of the given reaction.. This data is from Forward reaction prediction with 1.9M reactions from USPTO patents (1976-2016). (1) Given the reactants [CH3:1][N:2]1[CH2:8][C:6](=[O:7])[NH:5][C:3]1=[O:4].C(O)(=O)C.BrBr.[CH2:15]([O:17][P:18]([O:22]CC)[O:19][CH2:20][CH3:21])[CH3:16], predict the reaction product. The product is: [CH2:15]([O:17][P:18]([CH:8]1[C:6](=[O:7])[NH:5][C:3](=[O:4])[N:2]1[CH3:1])(=[O:22])[O:19][CH2:20][CH3:21])[CH3:16]. (2) Given the reactants [F:1][C:2]1[CH:3]=[C:4]([CH:54]=[C:55]([F:57])[CH:56]=1)[CH2:5][N:6]1[CH:10]=[CH:9][C:8]([C:11]2[C:19]3[C:14](=[N:15][CH:16]=[C:17]([C:20]4[CH:25]=[CH:24][C:23]([C:26]5[CH2:31][CH2:30][N:29]([C:32]([O:34][C:35]([CH3:38])([CH3:37])[CH3:36])=[O:33])[CH2:28][CH:27]=5)=[C:22]([NH:39][S:40]([CH3:43])(=[O:42])=[O:41])[CH:21]=4)[CH:18]=3)[N:13]([S:44]([C:47]3[CH:53]=[CH:52][C:50]([CH3:51])=[CH:49][CH:48]=3)(=[O:46])=[O:45])[CH:12]=2)=[N:7]1, predict the reaction product. The product is: [F:57][C:55]1[CH:54]=[C:4]([CH:3]=[C:2]([F:1])[CH:56]=1)[CH2:5][N:6]1[CH:10]=[CH:9][C:8]([C:11]2[C:19]3[C:14](=[N:15][CH:16]=[C:17]([C:20]4[CH:25]=[CH:24][C:23]([CH:26]5[CH2:31][CH2:30][N:29]([C:32]([O:34][C:35]([CH3:38])([CH3:37])[CH3:36])=[O:33])[CH2:28][CH2:27]5)=[C:22]([NH:39][S:40]([CH3:43])(=[O:41])=[O:42])[CH:21]=4)[CH:18]=3)[N:13]([S:44]([C:47]3[CH:48]=[CH:49][C:50]([CH3:51])=[CH:52][CH:53]=3)(=[O:46])=[O:45])[CH:12]=2)=[N:7]1. (3) Given the reactants [Cl:1][C:2]1[S:6][C:5]([C:7]([NH:9][CH2:10][C:11]2[N:12]=[N:13][N:14]([C:16]3[CH:21]=[CH:20][C:19]([N:22]4[CH:27]=[CH:26][CH:25]=[CH:24][C:23]4=[O:28])=[CH:18][C:17]=3[N:29]3[CH2:34][CH2:33][NH:32][CH2:31][CH2:30]3)[CH:15]=2)=[O:8])=[CH:4][CH:3]=1.[O:35]([C:37]#[N:38])[K], predict the reaction product. The product is: [Cl:1][C:2]1[S:6][C:5]([C:7]([NH:9][CH2:10][C:11]2[N:12]=[N:13][N:14]([C:16]3[CH:21]=[CH:20][C:19]([N:22]4[CH:27]=[CH:26][CH:25]=[CH:24][C:23]4=[O:28])=[CH:18][C:17]=3[N:29]3[CH2:34][CH2:33][N:32]([C:37]([NH2:38])=[O:35])[CH2:31][CH2:30]3)[CH:15]=2)=[O:8])=[CH:4][CH:3]=1. (4) The product is: [Cl:10][C:11]1[CH:19]=[C:18]([F:20])[CH:17]=[CH:16][C:12]=1[C:13]([N:54]([C@@H:47]([CH:43]1[CH2:46][CH2:45][CH2:44]1)[CH2:48][N:49]1[CH2:50][CH:51]([OH:53])[CH2:52]1)[CH3:55])=[O:15]. Given the reactants CCN(C(C)C)C(C)C.[Cl:10][C:11]1[CH:19]=[C:18]([F:20])[CH:17]=[CH:16][C:12]=1[C:13]([OH:15])=O.CN(C(ON1N=NC2C=CC=CC1=2)=[N+](C)C)C.[B-](F)(F)(F)F.[CH:43]1([C@H:47]([NH:54][CH3:55])[CH2:48][N:49]2[CH2:52][CH:51]([OH:53])[CH2:50]2)[CH2:46][CH2:45][CH2:44]1, predict the reaction product. (5) Given the reactants Br[C@H:2]([C@H:7]([CH2:9]Br)[OH:8])[C:3]([O:5][CH3:6])=[O:4].[C:11]([O-:14])(=[O:13])[CH3:12].[K+], predict the reaction product. The product is: [C:11]([O:14][CH2:9][C@@H:7]1[O:8][C@@H:2]1[C:3]([O:5][CH3:6])=[O:4])(=[O:13])[CH3:12]. (6) Given the reactants [CH3:1][O:2][C:3]1[CH:4]=[C:5]2[C:10](=[CH:11][C:12]=1[O:13][CH3:14])[N:9]=[CH:8][CH:7]=[C:6]2[NH:15][C:16]1[CH:21]=[CH:20][C:19]([NH2:22])=[CH:18][CH:17]=1.[F:23][C:24]1[CH:29]=[CH:28][C:27]([N:30]2[C:35](=[O:36])[C:34]([C:37](O)=[O:38])=[N:33][N:32]([CH:40]([CH3:42])[CH3:41])[C:31]2=[O:43])=[CH:26][CH:25]=1, predict the reaction product. The product is: [CH3:1][O:2][C:3]1[CH:4]=[C:5]2[C:10](=[CH:11][C:12]=1[O:13][CH3:14])[N:9]=[CH:8][CH:7]=[C:6]2[NH:15][C:16]1[CH:17]=[CH:18][C:19]([NH:22][C:37]([C:34]2[C:35](=[O:36])[N:30]([C:27]3[CH:26]=[CH:25][C:24]([F:23])=[CH:29][CH:28]=3)[C:31](=[O:43])[N:32]([CH:40]([CH3:42])[CH3:41])[N:33]=2)=[O:38])=[CH:20][CH:21]=1.